This data is from Full USPTO retrosynthesis dataset with 1.9M reactions from patents (1976-2016). The task is: Predict the reactants needed to synthesize the given product. (1) Given the product [F:1][C:2]1[CH:3]=[CH:4][C:5]([O:11][CH3:12])=[C:6]2[C:7]=1[CH:8]=[CH:13][CH2:14][O:10]2, predict the reactants needed to synthesize it. The reactants are: [F:1][C:2]1[C:7]([CH:8]=O)=[C:6]([OH:10])[C:5]([O:11][CH3:12])=[CH:4][CH:3]=1.[CH2:13]1CCN2C(=NCCC2)C[CH2:14]1.[Br-].C(P(C1C=CC=CC=1)(C1C=CC=CC=1)C1C=CC=CC=1)=C. (2) Given the product [C:28]1([CH3:31])[CH:29]=[CH:30][C:25]([N:24]([C:8]2[CH:7]=[CH:6][C:5]3[NH:4][C:16]4[C:11]([C:10]=3[CH:9]=2)=[CH:12][CH:13]=[CH:14][CH:15]=4)[C:21]2[CH:20]=[CH:19][C:18]([CH3:32])=[CH:23][CH:22]=2)=[CH:26][CH:27]=1, predict the reactants needed to synthesize it. The reactants are: C([N:4]1[C:16]2[CH:15]=[CH:14][C:13](Br)=[CH:12][C:11]=2[C:10]2[C:5]1=[CH:6][CH:7]=[CH:8][CH:9]=2)(=O)C.[C:18]1([CH3:32])[CH:23]=[CH:22][C:21]([NH:24][C:25]2[CH:30]=[CH:29][C:28]([CH3:31])=[CH:27][CH:26]=2)=[CH:20][CH:19]=1. (3) The reactants are: C([O:5][C:6]([C@@H:8]1[O:12][C:11](=[O:13])[N:10]([C:14]2[CH:19]=[CH:18][C:17]([C:20]3[S:21][CH2:22][C:23](=[O:26])[NH:24][N:25]=3)=[C:16]([F:27])[CH:15]=2)[CH2:9]1)=O)CCC.[NH3:28]. Given the product [F:27][C:16]1[CH:15]=[C:14]([N:10]2[CH2:9][C@H:8]([C:6]([NH2:28])=[O:5])[O:12][C:11]2=[O:13])[CH:19]=[CH:18][C:17]=1[C:20]1[S:21][CH2:22][C:23](=[O:26])[NH:24][N:25]=1, predict the reactants needed to synthesize it. (4) Given the product [C:21]([O:20][C:19](=[O:25])[NH:18][CH:15]1[CH2:14][CH2:13][CH:12]([CH2:11][NH:10][C:3]2[C:2]([F:1])=[CH:7][N:6]=[C:5]([Cl:8])[N:28]=2)[CH2:17][CH2:16]1)([CH3:22])([CH3:24])[CH3:23], predict the reactants needed to synthesize it. The reactants are: [F:1][C:2]1[C:3](Cl)=C[C:5]([Cl:8])=[N:6][CH:7]=1.[NH2:10][CH2:11][C@H:12]1[CH2:17][CH2:16][C@H:15]([NH:18][C:19](=[O:25])[O:20][C:21]([CH3:24])([CH3:23])[CH3:22])[CH2:14][CH2:13]1.CC[N:28](C(C)C)C(C)C. (5) Given the product [CH3:1][O:2][C:3](=[O:21])[C:4]1[CH:9]=[C:8]([N:10]2[CH2:11][CH2:12][CH2:13]2)[C:7]([C:14]([F:16])([F:17])[F:15])=[CH:6][C:5]=1[NH2:18], predict the reactants needed to synthesize it. The reactants are: [CH3:1][O:2][C:3](=[O:21])[C:4]1[CH:9]=[C:8]([N:10]2[CH2:13][CH2:12][CH2:11]2)[C:7]([C:14]([F:17])([F:16])[F:15])=[CH:6][C:5]=1[N+:18]([O-])=O.